From a dataset of Reaction yield outcomes from USPTO patents with 853,638 reactions. Predict the reaction yield, written as a fraction of the theoretical maximum amount of product (1.0 means a 100% yield; for example, 0.34 means a 34% yield). (1) The reactants are [Na].[Cl:2][C:3]1[N:8]=[C:7](Cl)[C:6]([F:10])=[CH:5][N:4]=1.[CH3:11][OH:12]. No catalyst specified. The product is [Cl:2][C:3]1[N:8]=[C:7]([O:12][CH3:11])[C:6]([F:10])=[CH:5][N:4]=1. The yield is 0.800. (2) The reactants are [Br:1][C:2]1[CH:7]=[CH:6][C:5]([N:8]=[C:9]=[O:10])=[CH:4][CH:3]=1.[NH:11]1[C:19]2[C:14](=[CH:15][CH:16]=[CH:17][CH:18]=2)[CH2:13][CH2:12]1. The catalyst is C(Cl)Cl.CCOC(C)=O. The product is [Br:1][C:2]1[CH:7]=[CH:6][C:5]([NH:8][C:9]([N:11]2[C:19]3[C:14](=[CH:15][CH:16]=[CH:17][CH:18]=3)[CH2:13][CH2:12]2)=[O:10])=[CH:4][CH:3]=1. The yield is 0.980. (3) The reactants are [CH3:1][C:2]1[CH:6]=[C:5]([CH3:7])[NH:4][C:3]=1[C:8](=[C:12]1[C:20]2[C:15](=[CH:16][CH:17]=[CH:18][CH:19]=2)[NH:14][C:13]1=[O:21])[C:9](O)=[O:10].Cl.Cl.[CH3:24][N:25]([CH3:33])[C:26]1[CH:27]=[C:28]([CH:30]=[CH:31][CH:32]=1)[NH2:29]. No catalyst specified. The product is [CH3:24][N:25]([CH3:33])[C:26]1[CH:27]=[C:28]([NH:29][C:9](=[O:10])[C:8]([C:3]2[NH:4][C:5]([CH3:7])=[CH:6][C:2]=2[CH3:1])=[C:12]2[C:20]3[C:15](=[CH:16][CH:17]=[CH:18][CH:19]=3)[NH:14][C:13]2=[O:21])[CH:30]=[CH:31][CH:32]=1. The yield is 0.250. (4) The product is [CH3:25][O:24][C:22](=[O:23])[C:21]1[C:20](=[C:29]([NH:16][C:12]2[CH:13]=[CH:14][CH:15]=[C:10]([O:9][CH2:8][CH2:7][N:1]3[CH2:6][CH2:5][O:4][CH2:3][CH2:2]3)[CH:11]=2)[CH:28]=[CH:27][CH:26]=1)[C:19]([O:18][CH3:17])=[O:31]. The yield is 0.730. The catalyst is C1(C)C=CC=CC=1.C(Cl)Cl.C1C=CC(/C=C/C(/C=C/C2C=CC=CC=2)=O)=CC=1.C1C=CC(/C=C/C(/C=C/C2C=CC=CC=2)=O)=CC=1.C1C=CC(/C=C/C(/C=C/C2C=CC=CC=2)=O)=CC=1.[Pd].[Pd]. The reactants are [N:1]1([CH2:7][CH2:8][O:9][C:10]2[CH:11]=[C:12]([NH2:16])[CH:13]=[CH:14][CH:15]=2)[CH2:6][CH2:5][O:4][CH2:3][CH2:2]1.[CH3:17][O:18][C:19](=[O:31])[C:20]1[C:21](=[C:26](I)[CH:27]=[CH:28][CH:29]=1)[C:22]([O:24][CH3:25])=[O:23].C1C=CC(P(C2C(C3C(P(C4C=CC=CC=4)C4C=CC=CC=4)=CC=C4C=3C=CC=C4)=C3C(C=CC=C3)=CC=2)C2C=CC=CC=2)=CC=1.C(=O)([O-])[O-].[Cs+].[Cs+].